From a dataset of hERG potassium channel inhibition data for cardiac toxicity prediction from Karim et al.. Regression/Classification. Given a drug SMILES string, predict its toxicity properties. Task type varies by dataset: regression for continuous values (e.g., LD50, hERG inhibition percentage) or binary classification for toxic/non-toxic outcomes (e.g., AMES mutagenicity, cardiotoxicity, hepatotoxicity). Dataset: herg_karim. (1) The compound is Cc1c(C#N)cccc1[C@H]1CN2CCN(C(=O)Cc3ccc(-n4cnnn4)nc3)C[C@H]2CO1. The result is 0 (non-blocker). (2) The compound is Cc1cnc(Nc2cc(N3CCOCC3)nc(N[C@@H](C)c3ncc(F)cn3)n2)s1. The result is 0 (non-blocker). (3) The molecule is Cc1cnc(CCC(=O)NC2CCC(c3ccc(O)cc3)CC2)s1. The result is 0 (non-blocker). (4) The compound is [H]/N=C(/N)c1ccc2ccc(CN(c3ccc(OC4CCN(/C(C)=N/[H])CC4)cc3)S(C)(=O)=O)cc2c1. The result is 1 (blocker). (5) The molecule is COc1ccc(/C=C/C(=O)N2CCN(c3ccc(C(=O)Nc4ccccc4N)cc3)CC2)cc1. The result is 0 (non-blocker). (6) The compound is CC(NC(=O)C1(N)CCCN(c2ncnc3[nH]ccc23)C1)c1cccnc1. The result is 0 (non-blocker).